From a dataset of Reaction yield outcomes from USPTO patents with 853,638 reactions. Predict the reaction yield, written as a fraction of the theoretical maximum amount of product (1.0 means a 100% yield; for example, 0.34 means a 34% yield). (1) The reactants are [C:1]([O:5][C:6]([NH:8][C:9]1([C:13]2[CH:18]=[CH:17][C:16]([C:19]3[N:20]=[C:21]4[CH:26]=[CH:25][C:24]([C:27]([OH:29])=[O:28])=[N:23][N:22]4[C:30]=3[C:31]3[CH:36]=[CH:35][CH:34]=[CH:33][CH:32]=3)=[CH:15][CH:14]=2)[CH2:12][CH2:11][CH2:10]1)=[O:7])([CH3:4])([CH3:3])[CH3:2].[C:37](=O)([O-])[O-].[Cs+].[Cs+].CI.O. The catalyst is CN(C=O)C. The product is [C:1]([O:5][C:6]([NH:8][C:9]1([C:13]2[CH:14]=[CH:15][C:16]([C:19]3[N:20]=[C:21]4[CH:26]=[CH:25][C:24]([C:27]([O:29][CH3:37])=[O:28])=[N:23][N:22]4[C:30]=3[C:31]3[CH:36]=[CH:35][CH:34]=[CH:33][CH:32]=3)=[CH:17][CH:18]=2)[CH2:10][CH2:11][CH2:12]1)=[O:7])([CH3:4])([CH3:2])[CH3:3]. The yield is 1.13. (2) The reactants are [Br:1][C:2]1[CH:3]=[CH:4][C:5]([N:8]2[CH2:12][CH2:11][CH:10]([OH:13])[CH2:9]2)=[N:6][CH:7]=1.CCN(CC)CC.[CH3:21][S:22](Cl)(=[O:24])=[O:23]. The catalyst is C(Cl)Cl. The product is [CH3:21][S:22]([O:13][CH:10]1[CH2:11][CH2:12][N:8]([C:5]2[CH:4]=[CH:3][C:2]([Br:1])=[CH:7][N:6]=2)[CH2:9]1)(=[O:24])=[O:23]. The yield is 0.920. (3) The reactants are [Si:1]([O:8][C:9]1[CH:18]=[CH:17][CH:16]=[C:15]2[C:10]=1[CH:11]=[CH:12][C:13]([NH2:19])=[CH:14]2)([C:4]([CH3:7])([CH3:6])[CH3:5])([CH3:3])[CH3:2].[CH3:20][C:21]([O:24][C:25](O[C:25]([O:24][C:21]([CH3:23])([CH3:22])[CH3:20])=[O:26])=[O:26])([CH3:23])[CH3:22]. The catalyst is ClCCl.CN(C1C=CN=CC=1)C. The product is [Si:1]([O:8][C:9]1[CH:18]=[CH:17][CH:16]=[C:15]2[C:10]=1[CH:11]=[CH:12][C:13]([NH:19][C:25](=[O:26])[O:24][C:21]([CH3:23])([CH3:22])[CH3:20])=[CH:14]2)([C:4]([CH3:7])([CH3:6])[CH3:5])([CH3:3])[CH3:2]. The yield is 0.940. (4) The reactants are [OH:1][CH2:2][CH2:3][CH:4]([C:6]1[CH:15]=[CH:14][C:9]([C:10]([O:12]C)=[O:11])=[CH:8][CH:7]=1)[CH3:5].O.[OH-].[Li+].Cl. The yield is 0.880. The catalyst is CO.O. The product is [OH:1][CH2:2][CH2:3][CH:4]([C:6]1[CH:7]=[CH:8][C:9]([C:10]([OH:12])=[O:11])=[CH:14][CH:15]=1)[CH3:5]. (5) The reactants are [K].Br[CH2:3][C:4]([NH:6][C:7]1[CH:12]=[CH:11][C:10]([C:13]([C:21]2[CH:26]=[CH:25][C:24]([Cl:27])=[CH:23][CH:22]=2)([OH:20])[C:14]2[N:18]([CH3:19])[CH:17]=[N:16][CH:15]=2)=[CH:9][C:8]=1[CH:28]([C:30]1[CH:35]=[CH:34][CH:33]=[C:32]([Cl:36])[CH:31]=1)[OH:29])=[O:5]. The catalyst is CC(O)C. The product is [Cl:36][C:32]1[CH:31]=[C:30]([CH:28]2[C:8]3[CH:9]=[C:10]([C:13]([C:21]4[CH:26]=[CH:25][C:24]([Cl:27])=[CH:23][CH:22]=4)([OH:20])[C:14]4[N:18]([CH3:19])[CH:17]=[N:16][CH:15]=4)[CH:11]=[CH:12][C:7]=3[NH:6][C:4](=[O:5])[CH2:3][O:29]2)[CH:35]=[CH:34][CH:33]=1. The yield is 0.110. (6) The reactants are [Cl:1][C:2]1[CH:7]=[C:6]([F:8])[CH:5]=[CH:4][C:3]=1[CH:9]([OH:14])[C:10]([F:13])([F:12])[F:11].CC1C=CC=C(C)N=1.[F:23][C:24]([F:37])([F:36])[S:25](O[S:25]([C:24]([F:37])([F:36])[F:23])(=[O:27])=[O:26])(=[O:27])=[O:26]. The catalyst is C1CCCCC1. The product is [F:23][C:24]([F:37])([F:36])[S:25]([O:14][CH:9]([C:3]1[CH:4]=[CH:5][C:6]([F:8])=[CH:7][C:2]=1[Cl:1])[C:10]([F:11])([F:12])[F:13])(=[O:27])=[O:26]. The yield is 0.720. (7) The reactants are [NH:1]1[C:9]2[C:4](=[CH:5][CH:6]=[CH:7][CH:8]=2)[CH:3]=[CH:2]1.O=P(Cl)(Cl)Cl.[CH2:15]([O:17]C(=O)C)C. The catalyst is CN(C=O)C.CCCCCC. The product is [NH:1]1[C:9]2[C:4](=[CH:5][CH:6]=[CH:7][CH:8]=2)[C:3]([CH:15]=[O:17])=[CH:2]1. The yield is 0.940. (8) The reactants are [CH3:1][O:2][C:3]1[CH:33]=[CH:32][C:6]([CH2:7][N:8]2[C:12]3=[N:13][CH:14]=[CH:15][C:16]([O:17][C:18]4[CH:23]=[CH:22][C:21]([NH2:24])=[CH:20][C:19]=4[F:25])=[C:11]3[C:10]([C:26]3[N:30]([CH3:31])[CH:29]=[N:28][CH:27]=3)=[N:9]2)=[CH:5][CH:4]=1.[F:34][C:35]1[CH:40]=[CH:39][C:38]([N:41]2[C:46](=[O:47])[C:45]([C:48](O)=[O:49])=[CH:44][CH:43]=[N:42]2)=[CH:37][CH:36]=1.Cl.C(N=C=NCCCN(C)C)C.O.N1(O)C2C=CC=CC=2N=N1.C(N(C(C)C)C(C)C)C. The catalyst is C(Cl)Cl. The product is [F:25][C:19]1[CH:20]=[C:21]([NH:24][C:48]([C:45]2[C:46](=[O:47])[N:41]([C:38]3[CH:39]=[CH:40][C:35]([F:34])=[CH:36][CH:37]=3)[N:42]=[CH:43][CH:44]=2)=[O:49])[CH:22]=[CH:23][C:18]=1[O:17][C:16]1[CH:15]=[CH:14][N:13]=[C:12]2[N:8]([CH2:7][C:6]3[CH:5]=[CH:4][C:3]([O:2][CH3:1])=[CH:33][CH:32]=3)[N:9]=[C:10]([C:26]3[N:30]([CH3:31])[CH:29]=[N:28][CH:27]=3)[C:11]=12. The yield is 0.635. (9) The reactants are C(=O)([O-])[O-].[Na+].[Na+].Br[C:8]1[N:13]=[N:12][C:11]([NH2:14])=[N:10][CH:9]=1.[CH2:15]([O:17][CH:18]([N:20]1[CH:24]=[C:23](B2OC(C)(C)C(C)(C)O2)[CH:22]=[N:21]1)[CH3:19])[CH3:16]. The catalyst is O.C1(C)C=CC=CC=1.C(O)C.C1C=CC([P]([Pd]([P](C2C=CC=CC=2)(C2C=CC=CC=2)C2C=CC=CC=2)([P](C2C=CC=CC=2)(C2C=CC=CC=2)C2C=CC=CC=2)[P](C2C=CC=CC=2)(C2C=CC=CC=2)C2C=CC=CC=2)(C2C=CC=CC=2)C2C=CC=CC=2)=CC=1. The product is [CH2:15]([O:17][CH:18]([N:20]1[CH:24]=[C:23]([C:8]2[N:13]=[N:12][C:11]([NH2:14])=[N:10][CH:9]=2)[CH:22]=[N:21]1)[CH3:19])[CH3:16]. The yield is 0.690. (10) The reactants are C(O[C:5]([CH3:8])([CH3:7])[CH3:6])(=O)C.[NH2:9][CH:10]([CH2:14][C:15]1[CH:20]=[CH:19][C:18]([OH:21])=[C:17]([O:22][CH3:23])[CH:16]=1)[C:11]([OH:13])=[O:12].FC(F)(F)S(O)(=O)=O.[OH-].[Na+].C([O-])([O-])=O.[K+].[K+]. The catalyst is [Cl-].[Na+].O.CC(=O)OCC. The product is [NH2:9][CH:10]([CH2:14][C:15]1[CH:20]=[CH:19][C:18]([OH:21])=[C:17]([O:22][CH3:23])[CH:16]=1)[C:11]([O:13][C:5]([CH3:8])([CH3:7])[CH3:6])=[O:12]. The yield is 0.370.